Task: Regression. Given a peptide amino acid sequence and an MHC pseudo amino acid sequence, predict their binding affinity value. This is MHC class I binding data.. Dataset: Peptide-MHC class I binding affinity with 185,985 pairs from IEDB/IMGT (1) The peptide sequence is AAVLMLVAHY. The MHC is HLA-A30:02 with pseudo-sequence HLA-A30:02. The binding affinity (normalized) is 0.424. (2) The MHC is HLA-A33:01 with pseudo-sequence HLA-A33:01. The binding affinity (normalized) is 0.202. The peptide sequence is EALEYLSELK. (3) The peptide sequence is MGMEQTMSV. The MHC is HLA-A11:01 with pseudo-sequence HLA-A11:01. The binding affinity (normalized) is 0.213. (4) The peptide sequence is RPFNNILNL. The MHC is HLA-A31:01 with pseudo-sequence HLA-A31:01. The binding affinity (normalized) is 0.0179. (5) The peptide sequence is RALGPAATL. The MHC is HLA-B07:02 with pseudo-sequence HLA-B07:02. The binding affinity (normalized) is 0.943. (6) The peptide sequence is TLVPVLEKKV. The MHC is HLA-A02:03 with pseudo-sequence HLA-A02:03. The binding affinity (normalized) is 0.574.